This data is from Full USPTO retrosynthesis dataset with 1.9M reactions from patents (1976-2016). The task is: Predict the reactants needed to synthesize the given product. (1) The reactants are: CCN=C=NCCCN(C)C.[CH:12]1[CH:13]=[CH:14][C:15]2N(O)N=[N:18][C:16]=2C=1.Cl.[O:23]([NH2:25])[CH3:24].[C:26](O)([C:28]([F:31])(F)F)=O.CN(C)[CH:35]=[O:36]. Given the product [NH2:18][C:16]1[C:28]([F:31])=[CH:26][C:13]([CH3:12])=[C:14]([CH:15]=1)[C:35]([NH:25][O:23][CH3:24])=[O:36], predict the reactants needed to synthesize it. (2) Given the product [CH3:3][CH2:2][O:4][C:5](/[C:6](/[Cl:1])=[N:10]\[OH:12])=[O:8], predict the reactants needed to synthesize it. The reactants are: [ClH:1].[CH2:2]([O:4][C:5](=[O:8])[CH2:6]N)[CH3:3].Cl.[N:10]([O-:12])=O.[Na+].